The task is: Predict which catalyst facilitates the given reaction.. This data is from Catalyst prediction with 721,799 reactions and 888 catalyst types from USPTO. (1) Reactant: [C:1]([O:5][C:6]([N:8]1[C:16]2[C:11](=[CH:12][C:13]([N+:17]([O-])=O)=[CH:14][CH:15]=2)[C:10]([O:20][CH3:21])=[N:9]1)=[O:7])([CH3:4])([CH3:3])[CH3:2]. Product: [C:1]([O:5][C:6]([N:8]1[C:16]2[C:11](=[CH:12][C:13]([NH2:17])=[CH:14][CH:15]=2)[C:10]([O:20][CH3:21])=[N:9]1)=[O:7])([CH3:4])([CH3:3])[CH3:2]. The catalyst class is: 99. (2) Reactant: [NH:1]1[CH:5]=[C:4]([C:6]2[CH2:7][CH:8]([N:11]([CH2:24][CH3:25])[C:12]3[CH:19]=[CH:18][C:15]([C:16]#[N:17])=[C:14]([C:20]([F:23])([F:22])[F:21])[CH:13]=3)[CH2:9][CH:10]=2)[N:3]=[CH:2]1.[C:26]1([CH3:36])[CH:31]=[CH:30][C:29]([S:32](Cl)(=[O:34])=[O:33])=[CH:28][CH:27]=1. Product: [CH2:24]([N:11]([CH:8]1[CH2:9][CH:10]=[C:6]([C:4]2[N:3]=[CH:2][N:1]([S:32]([C:29]3[CH:30]=[CH:31][C:26]([CH3:36])=[CH:27][CH:28]=3)(=[O:34])=[O:33])[CH:5]=2)[CH2:7]1)[C:12]1[CH:19]=[CH:18][C:15]([C:16]#[N:17])=[C:14]([C:20]([F:21])([F:22])[F:23])[CH:13]=1)[CH3:25]. The catalyst class is: 34. (3) Reactant: Br[C:2]1[C:6]2[CH2:7][N:8]([C:11](=[O:13])[CH3:12])[CH2:9][CH2:10][C:5]=2[N:4]([CH:14]2[CH2:17][O:16][CH2:15]2)[N:3]=1.[NH:18]1[C:27]2[C:22](=[CH:23][CH:24]=[CH:25][CH:26]=2)[CH2:21][CH2:20][CH2:19]1.C(O[Na])(C)(C)C.C1(P(C2C=CC=CC=2)C2C3OC4C(=CC=CC=4P(C4C=CC=CC=4)C4C=CC=CC=4)C(C)(C)C=3C=CC=2)C=CC=CC=1. Product: [N:18]1([C:2]2[C:6]3[CH2:7][N:8]([C:11](=[O:13])[CH3:12])[CH2:9][CH2:10][C:5]=3[N:4]([CH:14]3[CH2:17][O:16][CH2:15]3)[N:3]=2)[C:27]2[C:22](=[CH:23][CH:24]=[CH:25][CH:26]=2)[CH2:21][CH2:20][CH2:19]1. The catalyst class is: 491. (4) Reactant: [CH3:1][O:2][CH2:3][C:4]([Cl:6])=[O:5].[NH2:7][C:8]1[CH:9]=[N:10][C:11]2[C:16]([C:17]=1[NH:18][CH2:19][C:20]([CH3:23])([OH:22])[CH3:21])=[CH:15][CH:14]=[CH:13][CH:12]=2. Product: [ClH:6].[OH:22][C:20]([CH3:23])([CH3:21])[CH2:19][NH:18][C:17]1[C:16]2[C:11](=[CH:12][CH:13]=[CH:14][CH:15]=2)[N:10]=[CH:9][C:8]=1[NH:7][C:4](=[O:5])[CH2:3][O:2][CH3:1]. The catalyst class is: 10. (5) Reactant: CCN(S(F)(F)[F:7])CC.[F:10][C:11]1[CH:16]=[CH:15][C:14]([S:17]([C@@:20]2([C:36]3[CH:41]=[CH:40][C:39]([C:42]([F:51])([C:47]([F:50])([F:49])[F:48])[C:43]([F:46])([F:45])[F:44])=[CH:38][CH:37]=3)[CH2:24][CH2:23][N:22]([C:25]([C:27]3(O)[CH2:32][CH2:31][S:30](=[O:34])(=[O:33])[CH2:29][CH2:28]3)=[O:26])[CH2:21]2)(=[O:19])=[O:18])=[CH:13][CH:12]=1. Product: [F:7][C:27]1([C:25]([N:22]2[CH2:23][CH2:24][C@@:20]([S:17]([C:14]3[CH:13]=[CH:12][C:11]([F:10])=[CH:16][CH:15]=3)(=[O:19])=[O:18])([C:36]3[CH:37]=[CH:38][C:39]([C:42]([F:51])([C:47]([F:50])([F:49])[F:48])[C:43]([F:44])([F:45])[F:46])=[CH:40][CH:41]=3)[CH2:21]2)=[O:26])[CH2:32][CH2:31][S:30](=[O:34])(=[O:33])[CH2:29][CH2:28]1. The catalyst class is: 2. (6) Reactant: [CH3:1][N:2]1[CH2:7][CH2:6][NH:5][CH2:4][CH2:3]1.C(=O)([O-])[O-].[K+].[K+].Cl[CH2:15][C:16]([N:18]([CH3:28])[C:19]1[CH:24]=[CH:23][C:22]([N+:25]([O-:27])=[O:26])=[CH:21][CH:20]=1)=[O:17]. Product: [CH3:28][N:18]([C:19]1[CH:24]=[CH:23][C:22]([N+:25]([O-:27])=[O:26])=[CH:21][CH:20]=1)[C:16](=[O:17])[CH2:15][N:5]1[CH2:6][CH2:7][N:2]([CH3:1])[CH2:3][CH2:4]1. The catalyst class is: 21. (7) Reactant: [N+:1]([C:4]1[CH:13]=[C:12]2[C:7]([CH2:8][CH2:9][CH2:10][NH:11]2)=[CH:6][CH:5]=1)([O-:3])=[O:2].C(N(CC)CC)C.[F:21][C:22]([F:33])([F:32])[C:23](O[C:23](=[O:24])[C:22]([F:33])([F:32])[F:21])=[O:24]. Product: [N+:1]([C:4]1[CH:13]=[C:12]2[C:7]([CH2:8][CH2:9][CH2:10][N:11]2[C:23](=[O:24])[C:22]([F:33])([F:32])[F:21])=[CH:6][CH:5]=1)([O-:3])=[O:2]. The catalyst class is: 2. (8) Reactant: C([N:8]1[CH2:13][CH2:12][CH:11]([C:14]([OH:17])([CH3:16])[CH3:15])[CH2:10][CH2:9]1)C1C=CC=CC=1.[H][H]. Product: [NH:8]1[CH2:13][CH2:12][CH:11]([C:14]([OH:17])([CH3:16])[CH3:15])[CH2:10][CH2:9]1. The catalyst class is: 19. (9) Reactant: [C:1]([O:8][CH3:9])(=[O:7])[CH2:2][C:3]([O:5][CH3:6])=[O:4].C(=O)([O-])[O-].[K+].[K+].[Br:16][C:17]1[CH:22]=[CH:21][C:20]([CH2:23]Br)=[CH:19][CH:18]=1.O. Product: [Br:16][C:17]1[CH:22]=[CH:21][C:20]([CH2:23][CH:2]([C:1]([O:8][CH3:9])=[O:7])[C:3]([O:5][CH3:6])=[O:4])=[CH:19][CH:18]=1. The catalyst class is: 9.